This data is from Reaction yield outcomes from USPTO patents with 853,638 reactions. The task is: Predict the reaction yield, written as a fraction of the theoretical maximum amount of product (1.0 means a 100% yield; for example, 0.34 means a 34% yield). (1) The reactants are [F:1][C:2]([F:15])([C:9]1[CH:14]=[CH:13][CH:12]=[CH:11][CH:10]=1)[CH2:3][O:4][CH2:5][CH2:6][CH:7]=[O:8].[C:16]1(CCCCOCCC(O)CCC=C)[CH:21]=CC=[CH:18][CH:17]=1. No catalyst specified. The product is [F:1][C:2]([F:15])([C:9]1[CH:14]=[CH:13][CH:12]=[CH:11][CH:10]=1)[CH2:3][O:4][CH2:5][CH2:6][CH:7]([OH:8])[CH2:18][CH2:17][CH:16]=[CH2:21]. The yield is 0.530. (2) The reactants are Br[C:2]1[CH:7]=[CH:6][N:5]=[C:4]([O:8][CH3:9])[CH:3]=1.[Br-].[CH2:11]([O:13][C:14](=[O:17])[CH2:15][Zn+])[CH3:12]. The catalyst is C1C=CC([P]([Pd]([P](C2C=CC=CC=2)(C2C=CC=CC=2)C2C=CC=CC=2)([P](C2C=CC=CC=2)(C2C=CC=CC=2)C2C=CC=CC=2)[P](C2C=CC=CC=2)(C2C=CC=CC=2)C2C=CC=CC=2)(C2C=CC=CC=2)C2C=CC=CC=2)=CC=1.C1COCC1. The product is [CH3:9][O:8][C:4]1[CH:3]=[C:2]([CH2:15][C:14]([O:13][CH2:11][CH3:12])=[O:17])[CH:7]=[CH:6][N:5]=1. The yield is 0.385. (3) The reactants are [Br-].[O:2]1[CH:6]=[CH:5][CH:4]=[C:3]1[CH2:7][P+](C1C=CC=CC=1)(C1C=CC=CC=1)C1C=CC=CC=1.CC(C)([O-])C.[K+].[C:33]([O:37][C:38]([NH:40][C@@:41]([CH2:53][CH3:54])([CH2:44][O:45][C:46](=[O:52])[CH2:47][CH2:48][CH2:49][CH2:50][CH3:51])[CH:42]=O)=[O:39])([CH3:36])([CH3:35])[CH3:34].[Cl-].[NH4+]. The catalyst is O1CCCC1. The product is [C:33]([O:37][C:38]([NH:40][C@:41]([CH2:53][CH3:54])([CH:42]=[CH:7][C:3]1[O:2][CH:6]=[CH:5][CH:4]=1)[CH2:44][O:45][C:46](=[O:52])[CH2:47][CH2:48][CH2:49][CH2:50][CH3:51])=[O:39])([CH3:35])([CH3:36])[CH3:34]. The yield is 0.990. (4) The reactants are [Cl:1][C:2]1[CH:7]=[CH:6][C:5]([C:8]2(NC)[CH2:13][CH2:12][O:11][CH2:10][CH2:9]2)=[CH:4][CH:3]=1.[CH3:16][C:17]1[C:25]([CH3:26])=[CH:24][CH:23]=[CH:22][C:18]=1[C:19](Cl)=[O:20].CC[N:29]([CH:33](C)C)C(C)C.C(Cl)[Cl:37]. No catalyst specified. The product is [Cl:37][C:17]1([CH3:16])[C:25]([CH3:26])=[CH:24][CH:23]=[CH:22][CH:18]1[C:19]([NH:29][CH2:33][C:8]1([C:5]2[CH:4]=[CH:3][C:2]([Cl:1])=[CH:7][CH:6]=2)[CH2:9][CH2:10][O:11][CH2:12][CH2:13]1)=[O:20]. The yield is 0.660. (5) The reactants are [F-].[K+].Br[CH2:4][C:5]([O:7][CH2:8][CH3:9])=[O:6].[CH2:10]1[CH2:14][O:13][CH2:12][CH2:11]1. The catalyst is [Cl-].C([N+](CC)(CC)CC)C1C=CC=CC=1.O. The product is [CH:12]([C:11]1[CH:10]=[CH:14][C:14]([O:13][CH3:12])=[C:10]([CH2:4][C:5]([O:7][CH2:8][CH3:9])=[O:6])[CH:11]=1)=[O:13]. The yield is 0.458.